Dataset: Forward reaction prediction with 1.9M reactions from USPTO patents (1976-2016). Task: Predict the product of the given reaction. (1) Given the reactants [NH2:1][C:2]1[CH:7]=[CH:6][C:5]([C:8]2[CH:13]=[CH:12][CH:11]=[C:10]([Cl:14])[CH:9]=2)=[CH:4][C:3]=1[C:15](=[O:17])[CH3:16].[C:18]1([Mg]Br)C=[CH:22][CH:21]=[CH:20][CH:19]=1.C1N=CN([C:31](N2C=NC=C2)=[O:32])C=1.[CH2:38]1COCC1, predict the reaction product. The product is: [Cl:14][C:10]1[CH:9]=[C:8]([C:5]2[CH:6]=[CH:7][C:2]3[NH:1][C:31](=[O:32])[O:17][C:15]([CH3:38])([C:16]4[CH:22]=[CH:21][CH:20]=[CH:19][CH:18]=4)[C:3]=3[CH:4]=2)[CH:13]=[CH:12][CH:11]=1. (2) Given the reactants [Br:1]N1C(=O)CCC1=O.C(OOC(=O)C1C=CC=CC=1)(=O)C1C=CC=CC=1.[CH3:27][C:28]1[C:33]([CH3:34])=[CH:32][CH:31]=[CH:30][C:29]=1[O:35][CH3:36].[C:37]1([P:43]([C:50]2[CH:55]=[CH:54][CH:53]=[CH:52][CH:51]=2)[C:44]2[CH:49]=[CH:48][CH:47]=[CH:46][CH:45]=2)[CH:42]=[CH:41][CH:40]=[CH:39][CH:38]=1, predict the reaction product. The product is: [Br-:1].[CH3:36][O:35][C:29]1[CH:30]=[CH:31][CH:32]=[C:33]([CH3:34])[C:28]=1[CH2:27][P+:43]([C:44]1[CH:45]=[CH:46][CH:47]=[CH:48][CH:49]=1)([C:50]1[CH:55]=[CH:54][CH:53]=[CH:52][CH:51]=1)[C:37]1[CH:38]=[CH:39][CH:40]=[CH:41][CH:42]=1. (3) Given the reactants [C:1]([C:4]1[CH:9]=[CH:8][CH:7]=[CH:6][CH:5]=1)(=O)[CH3:2].[C:10]([NH2:18])(=O)[C:11]1[CH:16]=[CH:15][CH:14]=[CH:13][CH:12]=1, predict the reaction product. The product is: [C:11]1([C:10]2[CH:2]=[CH:1][C:4]3[C:9](=[CH:8][CH:7]=[CH:6][CH:5]=3)[N:18]=2)[CH:16]=[CH:15][CH:14]=[CH:13][CH:12]=1. (4) Given the reactants [CH:1]1([CH2:4][O:5][C:6]2[C:11]([F:12])=[CH:10][CH:9]=[CH:8][C:7]=2[C@:13]([C@@H:21]2[CH2:26][CH2:25][CH2:24][N:23](C(OC(C)(C)C)=O)[CH2:22]2)([OH:20])[CH2:14][CH2:15][CH2:16][CH2:17][O:18][CH3:19])[CH2:3][CH2:2]1.C([O-])(O)=O.[Na+], predict the reaction product. The product is: [CH:1]1([CH2:4][O:5][C:6]2[C:11]([F:12])=[CH:10][CH:9]=[CH:8][C:7]=2[C@:13]([C@@H:21]2[CH2:26][CH2:25][CH2:24][NH:23][CH2:22]2)([OH:20])[CH2:14][CH2:15][CH2:16][CH2:17][O:18][CH3:19])[CH2:3][CH2:2]1. (5) Given the reactants [CH2:1]([O:8][C:9]1[CH:35]=[C:34]([Cl:36])[C:12]([CH2:13][CH:14]2[CH2:18][CH2:17][N:16]([C@H:19]3[CH2:24][CH2:23][C@@H:22]([O:25][Si](C(C)(C)C)(C)C)[CH2:21][CH2:20]3)[C:15]2=[O:33])=[C:11]([Cl:37])[CH:10]=1)[C:2]1[CH:7]=[CH:6][CH:5]=[CH:4][CH:3]=1.CCCC[N+](CCCC)(CCCC)CCCC.[F-], predict the reaction product. The product is: [CH2:1]([O:8][C:9]1[CH:10]=[C:11]([Cl:37])[C:12]([CH2:13][CH:14]2[CH2:18][CH2:17][N:16]([C@H:19]3[CH2:20][CH2:21][C@@H:22]([OH:25])[CH2:23][CH2:24]3)[C:15]2=[O:33])=[C:34]([Cl:36])[CH:35]=1)[C:2]1[CH:3]=[CH:4][CH:5]=[CH:6][CH:7]=1. (6) Given the reactants [Br:1][C:2]1[CH:3]=[C:4]2[C:9](=[CH:10][CH:11]=1)[N:8]=[C:7](Cl)[C:6]([CH:13]=[O:14])=[CH:5]2.[CH3:15][O:16][C:17]1[CH:24]=[CH:23][C:20]([CH2:21][NH2:22])=[CH:19][CH:18]=1.Cl, predict the reaction product. The product is: [CH3:15][O:16][C:17]1[CH:24]=[CH:23][C:20]([CH2:21][NH:22][C:7]2[C:6]([CH:13]=[O:14])=[CH:5][C:4]3[C:9](=[CH:10][CH:11]=[C:2]([Br:1])[CH:3]=3)[N:8]=2)=[CH:19][CH:18]=1. (7) Given the reactants [F:1][C:2]([F:37])([F:36])[C:3]1[CH:4]=[C:5]([CH:33]=[CH:34][CH:35]=1)[C:6]([NH:8][C:9]1[CH:10]=[C:11]([CH:30]=[CH:31][CH:32]=1)[O:12][C:13]1[CH:14]=[CH:15][C:16]2[N:17]([CH:19]=[C:20]([NH:22]C(=O)OC(C)(C)C)[N:21]=2)[N:18]=1)=[O:7].Cl.C(OCC)(=O)C, predict the reaction product. The product is: [NH2:22][C:20]1[N:21]=[C:16]2[CH:15]=[CH:14][C:13]([O:12][C:11]3[CH:10]=[C:9]([NH:8][C:6](=[O:7])[C:5]4[CH:33]=[CH:34][CH:35]=[C:3]([C:2]([F:37])([F:36])[F:1])[CH:4]=4)[CH:32]=[CH:31][CH:30]=3)=[N:18][N:17]2[CH:19]=1.